From a dataset of Catalyst prediction with 721,799 reactions and 888 catalyst types from USPTO. Predict which catalyst facilitates the given reaction. (1) The catalyst class is: 244. Product: [CH3:14][C:15]1[CH:16]=[CH:17][C:18]([SH:21])=[C:19]([CH:20]=1)[CH:25]=[O:26]. Reactant: CN(C)CCN(C)C.[Li]CCCC.[CH3:14][C:15]1[CH:20]=[CH:19][C:18]([SH:21])=[CH:17][CH:16]=1.CN([CH:25]=[O:26])C.Cl. (2) Reactant: C[O:2][C:3](=[O:26])[CH:4]([C:11]1[CH:16]=[CH:15][C:14]([C:17]2[CH:18]=[C:19]3[C:23](=[CH:24][CH:25]=2)[NH:22][CH:21]=[CH:20]3)=[CH:13][CH:12]=1)[CH2:5][CH:6]1[CH2:10][CH2:9][CH2:8][CH2:7]1.[OH-].[Li+]. Product: [CH:6]1([CH2:5][CH:4]([C:11]2[CH:16]=[CH:15][C:14]([C:17]3[CH:18]=[C:19]4[C:23](=[CH:24][CH:25]=3)[NH:22][CH:21]=[CH:20]4)=[CH:13][CH:12]=2)[C:3]([OH:26])=[O:2])[CH2:10][CH2:9][CH2:8][CH2:7]1. The catalyst class is: 7. (3) Reactant: C(OC([N:8]1[CH2:13][CH2:12][N:11]([CH:14]([C:21]2[CH:29]=[CH:28][C:24]([C:25]([OH:27])=[O:26])=[CH:23][CH:22]=2)[C:15]2[CH:20]=[CH:19][CH:18]=[CH:17][CH:16]=2)[CH2:10][CH2:9]1)=O)(C)(C)C.[ClH:30]. Product: [ClH:30].[ClH:30].[N:11]1([CH:14]([C:21]2[CH:22]=[CH:23][C:24]([C:25]([OH:27])=[O:26])=[CH:28][CH:29]=2)[C:15]2[CH:16]=[CH:17][CH:18]=[CH:19][CH:20]=2)[CH2:12][CH2:13][NH:8][CH2:9][CH2:10]1. The catalyst class is: 15. (4) Reactant: CO.[OH-].[K+].[Br:5][C:6]([Br:26])=[C:7]([C:17]1[CH:22]=[CH:21][C:20]([O:23]C#N)=[CH:19][CH:18]=1)[C:8]1[CH:13]=[CH:12][C:11]([O:14]C#N)=[CH:10][CH:9]=1.Cl. Product: [Br:5][C:6]([Br:26])=[C:7]([C:17]1[CH:22]=[CH:21][C:20]([OH:23])=[CH:19][CH:18]=1)[C:8]1[CH:9]=[CH:10][C:11]([OH:14])=[CH:12][CH:13]=1. The catalyst class is: 6. (5) Reactant: Cl[C:2]1[CH:7]=[C:6](Cl)[N:5]=[C:4]([CH2:9][C:10]#[N:11])[N:3]=1. Product: [N:3]1[CH:2]=[CH:7][CH:6]=[N:5][C:4]=1[CH2:9][C:10]#[N:11]. The catalyst class is: 582. (6) Reactant: [F:1][C:2]([F:11])([F:10])[C:3](=O)[CH2:4][C:5](=O)[CH2:6][CH3:7].O.[NH2:13][NH2:14]. Product: [CH2:6]([C:5]1[NH:14][N:13]=[C:3]([C:2]([F:11])([F:10])[F:1])[CH:4]=1)[CH3:7]. The catalyst class is: 86. (7) Reactant: [C:1]([O:5][CH:6]([C:12]1[C:13]([C:26]2[CH:31]=[CH:30][C:29]([CH3:32])=[CH:28][C:27]=2[OH:33])=[C:14]2[C:21]3[CH2:22][CH2:23][CH2:24][CH2:25][C:20]=3[S:19][C:15]2=[N:16][C:17]=1[CH3:18])[C:7]([O:9]CC)=[O:8])([CH3:4])([CH3:3])[CH3:2].[OH-].[Na+]. Product: [C:1]([O:5][CH:6]([C:12]1[C:13]([C:26]2[CH:31]=[CH:30][C:29]([CH3:32])=[CH:28][C:27]=2[OH:33])=[C:14]2[C:21]3[CH2:22][CH2:23][CH2:24][CH2:25][C:20]=3[S:19][C:15]2=[N:16][C:17]=1[CH3:18])[C:7]([OH:9])=[O:8])([CH3:4])([CH3:3])[CH3:2]. The catalyst class is: 199. (8) Reactant: [CH3:1][C:2]1([CH3:19])[CH2:7][CH2:6][C:5]([CH:8]([CH3:11])[CH:9]=[O:10])=[C:4]2[C:12]([CH3:18])([CH3:17])[CH:13]3[CH2:16][C:3]12[CH2:15][CH2:14]3.[CH3:20][Mg]Br. The catalyst class is: 27. Product: [CH3:19][C:2]1([CH3:1])[CH2:7][CH2:6][C:5]([CH:8]([CH3:11])[CH:9]([OH:10])[CH3:20])=[C:4]2[C:12]([CH3:18])([CH3:17])[CH:13]3[CH2:16][C:3]12[CH2:15][CH2:14]3. (9) Reactant: C([O:3][C:4]([CH:6]1[CH2:11][CH2:10][N:9]([CH:12]2[CH2:18][CH2:17][CH2:16][N:15]([C:19]([O:21][CH2:22][CH3:23])=[O:20])[CH2:14][CH2:13]2)[CH2:8][CH2:7]1)=[O:5])C.[Li+].[OH-].Cl. Product: [CH2:22]([O:21][C:19]([N:15]1[CH2:16][CH2:17][CH2:18][CH:12]([N:9]2[CH2:10][CH2:11][CH:6]([C:4]([OH:5])=[O:3])[CH2:7][CH2:8]2)[CH2:13][CH2:14]1)=[O:20])[CH3:23]. The catalyst class is: 1. (10) The catalyst class is: 10. Product: [ClH:1].[Cl:1][C:2]1[CH:3]=[C:4]([C@H:8]2[O:9][CH2:10][CH2:11][N:12]([CH2:14][C@H:15]([O:20][C:29](=[O:30])[NH:28][C:25]3[CH:26]=[CH:27][C:22]([Cl:21])=[C:23]([F:31])[CH:24]=3)[C:16]([F:18])([F:19])[F:17])[CH2:13]2)[CH:5]=[CH:6][CH:7]=1. Reactant: [Cl:1][C:2]1[CH:3]=[C:4]([C@@H:8]2[CH2:13][N:12]([CH2:14][C@H:15]([OH:20])[C:16]([F:19])([F:18])[F:17])[CH2:11][CH2:10][O:9]2)[CH:5]=[CH:6][CH:7]=1.[Cl:21][C:22]1[CH:27]=[CH:26][C:25]([N:28]=[C:29]=[O:30])=[CH:24][C:23]=1[F:31].